Dataset: Ames mutagenicity test results for genotoxicity prediction. Task: Regression/Classification. Given a drug SMILES string, predict its toxicity properties. Task type varies by dataset: regression for continuous values (e.g., LD50, hERG inhibition percentage) or binary classification for toxic/non-toxic outcomes (e.g., AMES mutagenicity, cardiotoxicity, hepatotoxicity). Dataset: ames. (1) The drug is CC(=O)OC1Cc2c(C)ccc3cc4c(ccc5ccccc54)c1c23. The result is 1 (mutagenic). (2) The drug is CCN(CCCl)CCCNc1c2ccc(Cl)cc2nc2ccc(OC)cc12. The result is 1 (mutagenic).